The task is: Predict the reactants needed to synthesize the given product.. This data is from Full USPTO retrosynthesis dataset with 1.9M reactions from patents (1976-2016). (1) Given the product [Br:38][CH2:10][CH2:9][O:8][CH2:1][C:2]1[CH:7]=[CH:6][CH:5]=[CH:4][CH:3]=1, predict the reactants needed to synthesize it. The reactants are: [CH2:1]([O:8][CH2:9][CH2:10]O)[C:2]1[CH:7]=[CH:6][CH:5]=[CH:4][CH:3]=1.C1C=CC(P(C2C=CC=CC=2)C2C=CC=CC=2)=CC=1.C1C(=O)N([Br:38])C(=O)C1. (2) The reactants are: [C:1]([O:5][C:6]([N:8]1[CH2:13][CH2:12][CH:11]([S:14]([C:17]2[CH:22]=[CH:21][C:20]([N+:23]([O-])=O)=[CH:19][CH:18]=2)(=[O:16])=[O:15])[CH2:10][CH2:9]1)=[O:7])([CH3:4])([CH3:3])[CH3:2].C(O)C.[Cl-].[NH4+]. Given the product [C:1]([O:5][C:6]([N:8]1[CH2:13][CH2:12][CH:11]([S:14]([C:17]2[CH:22]=[CH:21][C:20]([NH2:23])=[CH:19][CH:18]=2)(=[O:16])=[O:15])[CH2:10][CH2:9]1)=[O:7])([CH3:4])([CH3:2])[CH3:3], predict the reactants needed to synthesize it. (3) Given the product [CH:1]1([C:4]#[C:5][C:6]2[S:10][C:9]([C:11]([OH:13])=[O:12])=[C:8]([N:15]([C:25]([C@H:27]3[CH2:32][CH2:31][C@H:30]([CH3:33])[CH2:29][CH2:28]3)=[O:26])[CH2:16][C:17]([N:19]3[CH2:24][CH2:23][O:22][CH2:21][CH2:20]3)=[O:18])[CH:7]=2)[CH2:2][CH2:3]1, predict the reactants needed to synthesize it. The reactants are: [CH:1]1([C:4]#[C:5][C:6]2[S:10][C:9]([C:11]([O:13]C)=[O:12])=[C:8]([N:15]([C:25]([C@H:27]3[CH2:32][CH2:31][C@H:30]([CH3:33])[CH2:29][CH2:28]3)=[O:26])[CH2:16][C:17]([N:19]3[CH2:24][CH2:23][O:22][CH2:21][CH2:20]3)=[O:18])[CH:7]=2)[CH2:3][CH2:2]1.O[Li].O.Cl. (4) Given the product [Cl:14][C:10]1[CH:9]=[C:8]([NH:7][C:4]2[C:3]([C:15]([NH2:17])=[O:16])=[C:2]([N:1]=[CH:25][C:24]3[CH:27]=[CH:28][C:21]([N+:18]([O-:20])=[O:19])=[CH:22][CH:23]=3)[NH:6][N:5]=2)[CH:13]=[CH:12][CH:11]=1, predict the reactants needed to synthesize it. The reactants are: [NH2:1][C:2]1[NH:6][N:5]=[C:4]([NH:7][C:8]2[CH:13]=[CH:12][CH:11]=[C:10]([Cl:14])[CH:9]=2)[C:3]=1[C:15]([NH2:17])=[O:16].[N+:18]([C:21]1[CH:28]=[CH:27][C:24]([CH:25]=O)=[CH:23][CH:22]=1)([O-:20])=[O:19].